This data is from Reaction yield outcomes from USPTO patents with 853,638 reactions. The task is: Predict the reaction yield, written as a fraction of the theoretical maximum amount of product (1.0 means a 100% yield; for example, 0.34 means a 34% yield). (1) The reactants are CCN(CC)CC.[CH3:20][C:19]([O:18][C:16](O[C:16]([O:18][C:19]([CH3:22])([CH3:21])[CH3:20])=[O:17])=[O:17])([CH3:22])[CH3:21].[CH3:23][O:24][C:25](=[O:33])[CH2:26][CH2:27][CH:28]([NH2:32])[C:29]([OH:31])=[O:30]. The catalyst is O.O1CCOCC1. The product is [C:19]([O:18][C:16]([NH:32][C@@H:28]([CH2:27][CH2:26][C:25]([O:24][CH3:23])=[O:33])[C:29]([OH:31])=[O:30])=[O:17])([CH3:20])([CH3:21])[CH3:22]. The yield is 0.912. (2) The reactants are [Cl:1][C:2]1[CH:7]=[CH:6][CH:5]=[C:4]([Cl:8])[C:3]=1[CH2:9][C:10]1[C:14]([CH2:15][O:16][C:17]2[CH:22]=[CH:21][C:20]([C:23]3[CH:24]=[C:25]4[C:30](=[CH:31][CH:32]=3)[C:29]([C:33]([O:35]CC)=[O:34])=[CH:28][CH:27]=[CH:26]4)=[CH:19][CH:18]=2)=[C:13]([CH:38]([CH3:40])[CH3:39])[O:12][N:11]=1.C(O)C.[OH-].[Na+].Cl. The catalyst is O1CCCC1. The product is [Cl:8][C:4]1[CH:5]=[CH:6][CH:7]=[C:2]([Cl:1])[C:3]=1[CH2:9][C:10]1[C:14]([CH2:15][O:16][C:17]2[CH:18]=[CH:19][C:20]([C:23]3[CH:24]=[C:25]4[C:30](=[CH:31][CH:32]=3)[C:29]([C:33]([OH:35])=[O:34])=[CH:28][CH:27]=[CH:26]4)=[CH:21][CH:22]=2)=[C:13]([CH:38]([CH3:40])[CH3:39])[O:12][N:11]=1. The yield is 1.00. (3) The reactants are Cl[C:2]1[CH:7]=[C:6](/[CH:8]=[CH:9]/[CH:10]([C:15]2[CH:20]=[C:19]([Cl:21])[CH:18]=[C:17]([Cl:22])[CH:16]=2)[C:11]([F:14])([F:13])[F:12])[CH:5]=[CH:4][C:3]=1[CH2:23][NH2:24].[C:25](OC(=O)C)(=[O:27])[CH3:26]. The catalyst is C(Cl)Cl.O. The product is [Cl:22][C:17]1[CH:16]=[C:15]([CH:10]([C:11]([F:14])([F:12])[F:13])/[CH:9]=[CH:8]/[C:6]2[CH:7]=[CH:2][C:3]([CH2:23][NH:24][C:25](=[O:27])[CH3:26])=[CH:4][CH:5]=2)[CH:20]=[C:19]([Cl:21])[CH:18]=1. The yield is 0.600. (4) The reactants are [CH:1]1([CH:4]=[CH:5][C:6]2[S:10][C:9]([CH2:11]O)=[CH:8][CH:7]=2)[CH2:3][CH2:2]1.C1(P(C2C=CC=CC=2)C2C=CC=CC=2)C=CC=CC=1.[C:32]1(=[O:42])[NH:36][C:35](=[O:37])[C:34]2=[CH:38][CH:39]=[CH:40][CH:41]=[C:33]12.COC(N=NC(OC)=O)=O. The catalyst is O1CCCC1.O. The product is [CH:1]1([CH:4]=[CH:5][C:6]2[S:10][C:9]([CH2:11][N:36]3[C:32](=[O:42])[C:33]4[C:34](=[CH:38][CH:39]=[CH:40][CH:41]=4)[C:35]3=[O:37])=[CH:8][CH:7]=2)[CH2:2][CH2:3]1. The yield is 0.206. (5) The reactants are [NH2:1][C:2]1[CH:7]=[C:6]([O:8][C:9]2[CH:14]=[CH:13][C:12]([NH:15][C:16]([NH:18][C:19](=[O:28])[CH2:20][C:21]3[CH:26]=[CH:25][C:24]([F:27])=[CH:23][CH:22]=3)=[S:17])=[CH:11][C:10]=2[F:29])[CH:5]=[CH:4][N:3]=1.ClC(OC1C=CC=CC=1)=O.[CH2:40]([N:42]([CH2:48][CH3:49])[CH2:43][CH2:44][CH2:45][NH:46][CH3:47])[CH3:41].[C:50](=[O:53])([O-])O.[Na+]. The catalyst is O1CCCC1.C(OCC)(=O)C.CN(C)C=O.C(N(CC)CC)C. The product is [CH2:40]([N:42]([CH2:48][CH3:49])[CH2:43][CH2:44][CH2:45][N:46]([CH3:47])[C:50]([NH:1][C:2]1[CH:7]=[C:6]([O:8][C:9]2[CH:14]=[CH:13][C:12]([NH:15][C:16]([NH:18][C:19](=[O:28])[CH2:20][C:21]3[CH:26]=[CH:25][C:24]([F:27])=[CH:23][CH:22]=3)=[S:17])=[CH:11][C:10]=2[F:29])[CH:5]=[CH:4][N:3]=1)=[O:53])[CH3:41]. The yield is 0.0190. (6) The reactants are Br[C:2]1[CH:7]=[C:6]([F:8])[C:5]([CH3:9])=[CH:4][C:3]=1[F:10].C([Li])CCC.CCCCCC.CN(C)[CH:24]=[O:25].[BH4-].[Na+]. The catalyst is Cl.C(O)C.O.CCOCC. The product is [F:10][C:3]1[CH:4]=[C:5]([CH3:9])[C:6]([F:8])=[CH:7][C:2]=1[CH2:24][OH:25]. The yield is 0.540. (7) The reactants are [NH2:1][C:2]1[CH:3]=[C:4]([C:9]#[C:10][C:11]2[CH:12]=[N:13][CH:14]=[C:15]([CH:18]=2)[C:16]#[N:17])[CH:5]=[CH:6][C:7]=1[F:8].[C:19](OCC)(=O)C.[O:25]1[CH2:29][CH2:28][CH2:27]C1. No catalyst specified. The product is [C:16]([C:15]1[CH:18]=[C:11]([C:10]#[C:9][C:4]2[CH:5]=[CH:6][C:7]([F:8])=[C:2]([NH:1][C:29](=[O:25])[CH:28]([CH3:19])[CH3:27])[CH:3]=2)[CH:12]=[N:13][CH:14]=1)#[N:17]. The yield is 0.840.